From a dataset of Full USPTO retrosynthesis dataset with 1.9M reactions from patents (1976-2016). Predict the reactants needed to synthesize the given product. (1) Given the product [CH2:1]([C:8]1[CH:13]=[CH:12][C:11]([C:14]2[CH:19]=[CH:18][C:17]([C:20]([NH:28][NH2:29])=[O:22])=[CH:16][CH:15]=2)=[CH:10][CH:9]=1)[CH2:2][CH2:3][CH2:4][CH2:5][CH2:6][CH3:7], predict the reactants needed to synthesize it. The reactants are: [CH2:1]([C:8]1[CH:13]=[CH:12][C:11]([C:14]2[CH:19]=[CH:18][C:17]([C:20]([OH:22])=O)=[CH:16][CH:15]=2)=[CH:10][CH:9]=1)[CH2:2][CH2:3][CH2:4][CH2:5][CH2:6][CH3:7].S(Cl)(Cl)=O.O.[NH2:28][NH2:29]. (2) Given the product [F:23][C:20]([F:21])([F:22])[CH2:19][CH2:18][CH2:17][O:16][C:13]1[CH:14]=[CH:15][C:10]([N:7]2[CH2:8][CH2:9][NH:4][CH2:5][CH2:6]2)=[CH:11][CH:12]=1, predict the reactants needed to synthesize it. The reactants are: C([N:4]1[CH2:9][CH2:8][N:7]([C:10]2[CH:15]=[CH:14][C:13]([O:16][CH2:17][CH2:18][CH2:19][C:20]([F:23])([F:22])[F:21])=[CH:12][CH:11]=2)[CH2:6][CH2:5]1)(=O)C.Cl. (3) Given the product [C:1]([O:5][C:6]([N:8]1[CH2:13][CH2:12][CH:11]([C:14]2[C:22]3[S:23][CH:24]=[CH:25][C:26]=3[N:16]([CH2:17][C:18]([F:21])([F:20])[F:19])[N:15]=2)[CH2:10][CH2:9]1)=[O:7])([CH3:4])([CH3:3])[CH3:2], predict the reactants needed to synthesize it. The reactants are: [C:1]([O:5][C:6]([N:8]1[CH2:13][CH2:12][CH:11]([C:14]([C:22]2[S:23][CH:24]=[CH:25][C:26]=2Br)=[N:15][NH:16][CH2:17][C:18]([F:21])([F:20])[F:19])[CH2:10][CH2:9]1)=[O:7])([CH3:4])([CH3:3])[CH3:2]. (4) Given the product [CH2:38]([N:45]([CH:46]([CH3:48])[CH3:47])[C:22]([NH:3][C@H:4]1[CH2:9][CH2:8][C@H:7]([C:10]([N:12]2[CH2:13][CH2:14][N:15]([CH:18]([CH3:20])[CH3:19])[CH2:16][CH2:17]2)=[O:11])[CH2:6][CH2:5]1)=[O:23])[C:39]1[CH:44]=[CH:43][CH:42]=[CH:41][CH:40]=1, predict the reactants needed to synthesize it. The reactants are: Cl.Cl.[NH2:3][C@@H:4]1[CH2:9][CH2:8][C@H:7]([C:10]([N:12]2[CH2:17][CH2:16][N:15]([CH:18]([CH3:20])[CH3:19])[CH2:14][CH2:13]2)=[O:11])[CH2:6][CH2:5]1.Cl[C:22](OC1C=CC=CC=1)=[O:23].CCN(CC)CC.[CH2:38]([NH:45][CH:46]([CH3:48])[CH3:47])[C:39]1[CH:44]=[CH:43][CH:42]=[CH:41][CH:40]=1.